Dataset: Forward reaction prediction with 1.9M reactions from USPTO patents (1976-2016). Task: Predict the product of the given reaction. (1) Given the reactants [F:1][C:2]([F:18])([F:17])[C:3]1[CH:8]=[C:7]([C:9]2[CH:14]=[CH:13][C:12]([CH2:15][NH2:16])=[CH:11][N:10]=2)[CH:6]=[CH:5][N:4]=1.[N:19]1[CH:24]=[CH:23][N:22]=[CH:21][C:20]=1[C:25]1[CH:26]=[CH:27][C:28]([C:31]([OH:33])=O)=[N:29][CH:30]=1.[CH3:34]N(C(ON1N=NC2C=CC=NC1=2)=[N+](C)C)C.F[P-](F)(F)(F)(F)F.CCN(C(C)C)C(C)C, predict the reaction product. The product is: [CH3:34][C:14]1[C:9]([C:7]2[CH:6]=[CH:5][N:4]=[C:3]([C:2]([F:1])([F:17])[F:18])[CH:8]=2)=[N:10][CH:11]=[C:12]([CH2:15][NH:16][C:31](=[O:33])[C:28]2[CH:27]=[CH:26][C:25]([C:20]3[CH:21]=[N:22][CH:23]=[CH:24][N:19]=3)=[CH:30][N:29]=2)[CH:13]=1. (2) Given the reactants Br[CH2:2][CH2:3][O:4][C:5]1[CH:6]=[CH:7][C:8]([C:17]2[NH:26][C:25](=[O:27])[C:24]3[C:19](=[CH:20][C:21]([O:30][CH3:31])=[CH:22][C:23]=3[O:28][CH3:29])[N:18]=2)=[N:9][C:10]=1[C:11]1[CH:16]=[CH:15][CH:14]=[CH:13][CH:12]=1.[CH:32]([NH2:35])([CH3:34])[CH3:33], predict the reaction product. The product is: [CH:32]([NH:35][CH2:2][CH2:3][O:4][C:5]1[CH:6]=[CH:7][C:8]([C:17]2[NH:26][C:25](=[O:27])[C:24]3[C:19](=[CH:20][C:21]([O:30][CH3:31])=[CH:22][C:23]=3[O:28][CH3:29])[N:18]=2)=[N:9][C:10]=1[C:11]1[CH:16]=[CH:15][CH:14]=[CH:13][CH:12]=1)([CH3:34])[CH3:33]. (3) The product is: [CH:10]([C:12]1[CH:13]=[N:14][N:15]([C:2]2[CH:9]=[CH:8][C:5]([C:6]#[N:7])=[CH:4][CH:3]=2)[CH:16]=1)=[O:11]. Given the reactants F[C:2]1[CH:9]=[CH:8][C:5]([C:6]#[N:7])=[CH:4][CH:3]=1.[CH:10]([C:12]1[CH:13]=[N:14][NH:15][CH:16]=1)=[O:11].[H-].[Na+].O, predict the reaction product. (4) Given the reactants I[C:2]1[C:3]([CH3:11])=[N:4][NH:5][C:6]=1[NH:7][C:8](=[O:10])[CH3:9].[C:12]1([C:18]#[CH:19])[CH:17]=[CH:16][CH:15]=[CH:14][CH:13]=1.C(N(CC)CC)C.CN(C=O)C, predict the reaction product. The product is: [CH3:11][C:3]1[C:2]([C:19]#[C:18][C:12]2[CH:17]=[CH:16][CH:15]=[CH:14][CH:13]=2)=[C:6]([NH:7][C:8](=[O:10])[CH3:9])[NH:5][N:4]=1.